Task: Predict the product of the given reaction.. Dataset: Forward reaction prediction with 1.9M reactions from USPTO patents (1976-2016) (1) Given the reactants F[C:2]1[CH:7]=[C:6]([CH3:8])[CH:5]=[CH:4][C:3]=1[N+:9]([O-:11])=[O:10].[NH2:12][C:13]1[CH:18]=[CH:17][C:16]([CH2:19][CH2:20][OH:21])=[CH:15][CH:14]=1, predict the reaction product. The product is: [CH3:8][C:6]1[CH:5]=[CH:4][C:3]([N+:9]([O-:11])=[O:10])=[C:2]([CH:7]=1)[NH:12][C:13]1[CH:18]=[CH:17][C:16]([CH2:19][CH2:20][OH:21])=[CH:15][CH:14]=1. (2) Given the reactants [CH:1]1([C:5]([C:7]2[NH:11][C:10]([CH:12]([C:20]3[CH:25]=[CH:24][C:23]([S:26]([CH:29]4[CH2:31][CH2:30]4)(=[O:28])=[O:27])=[CH:22][CH:21]=3)[CH2:13][C@H:14]3[CH2:18][CH2:17][C:16](=[O:19])[CH2:15]3)=[N:9][CH:8]=2)=[O:6])[CH2:4][CH2:3][CH2:2]1.[Xe](F)[F:33], predict the reaction product. The product is: [CH:1]1([C:5]([C:7]2[NH:11][C:10]([CH:12]([C:20]3[CH:25]=[CH:24][C:23]([S:26]([CH:29]4[CH2:30][CH2:31]4)(=[O:28])=[O:27])=[CH:22][CH:21]=3)[CH2:13][C@H:14]3[CH2:18][CH2:17][C:16](=[O:19])[CH2:15]3)=[N:9][C:8]=2[F:33])=[O:6])[CH2:2][CH2:3][CH2:4]1.